From a dataset of NCI-60 drug combinations with 297,098 pairs across 59 cell lines. Regression. Given two drug SMILES strings and cell line genomic features, predict the synergy score measuring deviation from expected non-interaction effect. (1) Drug 1: CC1OCC2C(O1)C(C(C(O2)OC3C4COC(=O)C4C(C5=CC6=C(C=C35)OCO6)C7=CC(=C(C(=C7)OC)O)OC)O)O. Drug 2: C1CN1P(=S)(N2CC2)N3CC3. Cell line: EKVX. Synergy scores: CSS=15.5, Synergy_ZIP=-6.38, Synergy_Bliss=-2.07, Synergy_Loewe=-8.42, Synergy_HSA=-0.767. (2) Drug 1: C1=C(C(=O)NC(=O)N1)N(CCCl)CCCl. Drug 2: N.N.Cl[Pt+2]Cl. Cell line: HS 578T. Synergy scores: CSS=7.66, Synergy_ZIP=-4.23, Synergy_Bliss=-1.31, Synergy_Loewe=-6.73, Synergy_HSA=-3.16. (3) Drug 1: CCC1=CC2CC(C3=C(CN(C2)C1)C4=CC=CC=C4N3)(C5=C(C=C6C(=C5)C78CCN9C7C(C=CC9)(C(C(C8N6C)(C(=O)OC)O)OC(=O)C)CC)OC)C(=O)OC.C(C(C(=O)O)O)(C(=O)O)O. Drug 2: C1=CN(C(=O)N=C1N)C2C(C(C(O2)CO)O)O.Cl. Cell line: HOP-62. Synergy scores: CSS=51.8, Synergy_ZIP=-4.27, Synergy_Bliss=-1.24, Synergy_Loewe=-10.3, Synergy_HSA=2.32. (4) Drug 1: C1CCC(C(C1)N)N.C(=O)(C(=O)[O-])[O-].[Pt+4]. Cell line: OVCAR3. Synergy scores: CSS=12.3, Synergy_ZIP=-0.441, Synergy_Bliss=3.86, Synergy_Loewe=-6.34, Synergy_HSA=-1.45. Drug 2: C1C(C(OC1N2C=NC3=C2NC=NCC3O)CO)O. (5) Drug 1: CC1=CC2C(CCC3(C2CCC3(C(=O)C)OC(=O)C)C)C4(C1=CC(=O)CC4)C. Drug 2: CC(C)NC(=O)C1=CC=C(C=C1)CNNC.Cl. Cell line: SF-268. Synergy scores: CSS=-6.58, Synergy_ZIP=4.37, Synergy_Bliss=1.71, Synergy_Loewe=-4.27, Synergy_HSA=-3.68. (6) Drug 1: C1=CC(=CC=C1CCCC(=O)O)N(CCCl)CCCl. Drug 2: C1C(C(OC1N2C=NC3=C(N=C(N=C32)Cl)N)CO)O. Cell line: SF-295. Synergy scores: CSS=23.6, Synergy_ZIP=-1.03, Synergy_Bliss=-1.93, Synergy_Loewe=-1.12, Synergy_HSA=-1.05. (7) Drug 1: CCCCCOC(=O)NC1=NC(=O)N(C=C1F)C2C(C(C(O2)C)O)O. Drug 2: C1=NC(=NC(=O)N1C2C(C(C(O2)CO)O)O)N. Cell line: SW-620. Synergy scores: CSS=27.9, Synergy_ZIP=-8.41, Synergy_Bliss=-2.12, Synergy_Loewe=-40.5, Synergy_HSA=-3.58.